Dataset: Reaction yield outcomes from USPTO patents with 853,638 reactions. Task: Predict the reaction yield, written as a fraction of the theoretical maximum amount of product (1.0 means a 100% yield; for example, 0.34 means a 34% yield). (1) The yield is 0.600. The reactants are [C:1]([C:3]1[CH:8]=[CH:7][C:6](B(O)O)=[CH:5][CH:4]=1)#[N:2].[C:12]([O:16][C:17](=[O:26])[NH:18][C:19]1[CH:24]=[CH:23][CH:22]=[C:21](Br)[N:20]=1)([CH3:15])([CH3:14])[CH3:13].C([O-])([O-])=O.[K+].[K+]. The catalyst is CN(C=O)C.O.C1C=CC([P]([Pd]([P](C2C=CC=CC=2)(C2C=CC=CC=2)C2C=CC=CC=2)([P](C2C=CC=CC=2)(C2C=CC=CC=2)C2C=CC=CC=2)[P](C2C=CC=CC=2)(C2C=CC=CC=2)C2C=CC=CC=2)(C2C=CC=CC=2)C2C=CC=CC=2)=CC=1. The product is [C:12]([O:16][C:17](=[O:26])[NH:18][C:19]1[CH:24]=[CH:23][CH:22]=[C:21]([C:6]2[CH:7]=[CH:8][C:3]([C:1]#[N:2])=[CH:4][CH:5]=2)[N:20]=1)([CH3:15])([CH3:14])[CH3:13]. (2) The reactants are [CH2:1]([O:3][C:4](=[O:40])[CH2:5][CH2:6][CH2:7][O:8][C:9]1[CH:14]=[CH:13][C:12]([NH:15][C:16]2[C:21]([NH2:22])=[CH:20][N:19]=[C:18]([NH:23][C:24]3[CH:25]=[N:26][N:27]([CH2:29][CH2:30][CH2:31][NH:32][C:33]([O:35][C:36]([CH3:39])([CH3:38])[CH3:37])=[O:34])[CH:28]=3)[N:17]=2)=[CH:11][CH:10]=1)[CH3:2].[CH:41](OC)(OC)OC. No catalyst specified. The product is [CH2:1]([O:3][C:4](=[O:40])[CH2:5][CH2:6][CH2:7][O:8][C:9]1[CH:10]=[CH:11][C:12]([N:15]2[CH:41]=[N:22][C:21]3[C:16]2=[N:17][C:18]([NH:23][C:24]2[CH:25]=[N:26][N:27]([CH2:29][CH2:30][CH2:31][NH:32][C:33]([O:35][C:36]([CH3:39])([CH3:38])[CH3:37])=[O:34])[CH:28]=2)=[N:19][CH:20]=3)=[CH:13][CH:14]=1)[CH3:2]. The yield is 0.710. (3) The reactants are [CH3:1][C:2]1[CH:7]=[CH:6][C:5]([S:8]([NH:11][C:12]2[CH:13]=[CH:14][CH:15]=[C:16]3[C:21]=2[N:20]=[CH:19][CH:18]=[CH:17]3)(=[O:10])=[O:9])=[C:4]([N+:22]([O-])=O)[CH:3]=1.[Sn](Cl)Cl.Cl. No catalyst specified. The product is [NH2:22][C:4]1[CH:3]=[C:2]([CH3:1])[CH:7]=[CH:6][C:5]=1[S:8]([NH:11][C:12]1[CH:13]=[CH:14][CH:15]=[C:16]2[C:21]=1[N:20]=[CH:19][CH:18]=[CH:17]2)(=[O:10])=[O:9]. The yield is 0.170. (4) The yield is 0.600. The reactants are [C:1]1(B(O)O)[CH:6]=[CH:5][CH:4]=[CH:3][CH:2]=1.C(=O)([O-])[O-].[Na+].[Na+].Br[C:17]1[CH:18]=[CH:19][C:20]([CH:25]=[O:26])=[N:21][C:22]=1[O:23][CH3:24].O. The product is [CH3:24][O:23][C:22]1[N:21]=[C:20]([CH:25]=[O:26])[CH:19]=[CH:18][C:17]=1[C:1]1[CH:6]=[CH:5][CH:4]=[CH:3][CH:2]=1. The catalyst is COCCOC. (5) The reactants are C(=O)([O-])[O-].[Na+].[Na+].Br[C:8]1[CH:17]=[CH:16][C:11]([C:12]([O:14][CH3:15])=[O:13])=[CH:10][C:9]=1[C:18](OC)=O.[N+:22]([C:25]1[CH:26]=C(B(O)O)[CH:28]=[CH:29][CH:30]=1)([O-:24])=[O:23].ClCCl. The catalyst is O1CCOCC1.[Pd].C1(P(C2C=CC=CC=2)C2C=CC=CC=2)C=CC=CC=1.C1(P(C2C=CC=CC=2)C2C=CC=CC=2)C=CC=CC=1.C1(P(C2C=CC=CC=2)C2C=CC=CC=2)C=CC=CC=1.C1(P(C2C=CC=CC=2)C2C=CC=CC=2)C=CC=CC=1. The product is [N+:22]([C:25]1[CH:26]=[C:18]([C:9]2[CH:8]=[CH:17][CH:16]=[C:11]([C:12]([O:14][CH3:15])=[O:13])[CH:10]=2)[CH:28]=[CH:29][CH:30]=1)([O-:24])=[O:23]. The yield is 0.230. (6) The reactants are [OH:1][C@H:2]([C@H:4]1[N:9](CC2C=CC(OC)=CC=2)[C:8]([CH3:20])([CH3:19])[CH2:7][C:6](=[O:21])[CH2:5]1)[CH3:3].C(O)(=O)C. The catalyst is CO.[OH-].[Pd+2].[OH-]. The product is [OH:1][C@H:2]([C@H:4]1[NH:9][C:8]([CH3:20])([CH3:19])[CH2:7][C:6](=[O:21])[CH2:5]1)[CH3:3]. The yield is 0.670.